The task is: Predict which catalyst facilitates the given reaction.. This data is from Catalyst prediction with 721,799 reactions and 888 catalyst types from USPTO. Reactant: [N:1]1[CH:6]=[CH:5][CH:4]=[N:3][C:2]=1[CH2:7][C:8]([C:23]1[CH:28]=[CH:27][CH:26]=[C:25]([O:29][C:30]([F:33])([F:32])[F:31])[CH:24]=1)([C:12]1[CH:17]=[CH:16][CH:15]=[C:14]([O:18][C:19]([F:22])([F:21])[F:20])[CH:13]=1)C(O)=O.C1(P([N:48]=[N+]=[N-])(C2C=CC=CC=2)=O)C=CC=CC=1.[F:51][C:52]([F:56])([F:55])[CH2:53][NH2:54].CCO[C:60](C)=[O:61]. Product: [N:3]1[CH:4]=[CH:5][CH:6]=[N:1][C:2]=1[CH2:7][C:8]([NH:48][C:60]([NH:54][CH2:53][C:52]([F:56])([F:55])[F:51])=[O:61])([C:23]1[CH:28]=[CH:27][CH:26]=[C:25]([O:29][C:30]([F:33])([F:32])[F:31])[CH:24]=1)[C:12]1[CH:17]=[CH:16][CH:15]=[C:14]([O:18][C:19]([F:20])([F:22])[F:21])[CH:13]=1. The catalyst class is: 11.